This data is from Full USPTO retrosynthesis dataset with 1.9M reactions from patents (1976-2016). The task is: Predict the reactants needed to synthesize the given product. Given the product [Br:8][C:9]1[CH:10]=[CH:11][C:12]([O:18][CH2:19][C:20]2[CH:25]=[CH:24][CH:23]=[CH:22][C:21]=2[Cl:26])=[C:13]([CH:17]=1)[C:14]([NH:7][C:3]1[CH:2]=[N:1][CH:6]=[CH:5][CH:4]=1)=[O:15], predict the reactants needed to synthesize it. The reactants are: [N:1]1[CH:6]=[CH:5][CH:4]=[C:3]([NH2:7])[CH:2]=1.[Br:8][C:9]1[CH:10]=[CH:11][C:12]([O:18][CH2:19][C:20]2[CH:25]=[CH:24][CH:23]=[CH:22][C:21]=2[Cl:26])=[C:13]([CH:17]=1)[C:14](O)=[O:15].Cl.CN(C)CCCN=C=NCC.ON1C2C=CC=CC=2N=N1.